Task: Predict the reactants needed to synthesize the given product.. Dataset: Full USPTO retrosynthesis dataset with 1.9M reactions from patents (1976-2016) (1) Given the product [CH3:21][O:20][C:16]1[CH:15]=[C:14]([C:13]2[C:7]3[O:6][CH:5]([CH2:4][NH2:1])[CH2:9][C:8]=3[CH:10]=[CH:11][CH:12]=2)[CH:19]=[CH:18][CH:17]=1, predict the reactants needed to synthesize it. The reactants are: [N:1]([CH2:4][CH:5]1[CH2:9][C:8]2[CH:10]=[CH:11][CH:12]=[C:13]([C:14]3[CH:19]=[CH:18][CH:17]=[C:16]([O:20][CH3:21])[CH:15]=3)[C:7]=2[O:6]1)=[N+]=[N-]. (2) Given the product [F:1][C:2]1[CH:7]=[CH:6][CH:5]=[C:4]([F:8])[C:3]=1[O:9][C:22]1[C:21]([O:24][C:25]2[CH:26]=[N:27][C:28]([S:31]([CH3:34])(=[O:33])=[O:32])=[CH:29][CH:30]=2)=[CH:20][C:19]2[NH:35][C:39]([C:41]3[CH:46]=[N:45][CH:44]=[CH:43][N:42]=3)=[N:38][C:18]=2[C:17]=1[F:16], predict the reactants needed to synthesize it. The reactants are: [F:1][C:2]1[CH:7]=[CH:6][CH:5]=[C:4]([F:8])[C:3]=1[OH:9].C(=O)([O-])[O-].[K+].[K+].[F:16][C:17]1[C:22](F)=[C:21]([O:24][C:25]2[CH:26]=[N:27][C:28]([S:31]([CH3:34])(=[O:33])=[O:32])=[CH:29][CH:30]=2)[CH:20]=[C:19]([N+:35]([O-])=O)[C:18]=1[NH:38][C:39]([C:41]1[CH:46]=[N:45][CH:44]=[CH:43][N:42]=1)=O.O.O.[Sn](Cl)Cl.C1(C)C=CC(S(O)(=O)=O)=CC=1. (3) Given the product [Br:1][C:2]1[CH:3]=[C:4]2[C:9](=[CH:10][CH:11]=1)[O:8][CH:7]([C:12]1[CH:17]=[CH:16][CH:15]=[CH:14][CH:13]=1)[CH2:6]/[C:5]/2=[N:25]\[C:24]#[N:23], predict the reactants needed to synthesize it. The reactants are: [Br:1][C:2]1[CH:3]=[C:4]2[C:9](=[CH:10][CH:11]=1)[O:8][CH:7]([C:12]1[CH:17]=[CH:16][CH:15]=[CH:14][CH:13]=1)[CH2:6][C:5]2=O.C[Si]([N:23]=[C:24]=[N:25][Si](C)(C)C)(C)C. (4) Given the product [CH3:20][O:19][N:18]([CH3:17])[C:13](=[O:15])[C@H:9]([NH:8][C:1](=[O:2])[O:3][C:4]([CH3:5])([CH3:6])[CH3:7])[CH:10]([CH3:11])[CH3:12], predict the reactants needed to synthesize it. The reactants are: [C:1]([NH:8][C@H:9]([C:13]([OH:15])=O)[CH:10]([CH3:12])[CH3:11])([O:3][C:4]([CH3:7])([CH3:6])[CH3:5])=[O:2].Cl.[CH3:17][NH:18][O:19][CH3:20].C(N(CC)CC)C.C(P(=O)(OCC)OCC)#N.